This data is from Full USPTO retrosynthesis dataset with 1.9M reactions from patents (1976-2016). The task is: Predict the reactants needed to synthesize the given product. (1) Given the product [C:25]([O:29][C:30]([N:32]1[CH2:37][CH2:36][C:35]([CH:41]([C:11]2[N:10]([S:7]([C:1]3[CH:2]=[CH:3][CH:4]=[CH:5][CH:6]=3)(=[O:9])=[O:8])[C:18]3[C:13]([CH:12]=2)=[CH:14][C:15]([F:19])=[CH:16][CH:17]=3)[OH:42])([CH2:38][CH2:39][CH3:40])[CH2:34][CH2:33]1)=[O:31])([CH3:27])([CH3:28])[CH3:26], predict the reactants needed to synthesize it. The reactants are: [C:1]1([S:7]([N:10]2[C:18]3[C:13](=[CH:14][C:15]([F:19])=[CH:16][CH:17]=3)[CH:12]=[CH:11]2)(=[O:9])=[O:8])[CH:6]=[CH:5][CH:4]=[CH:3][CH:2]=1.[Li]C(C)(C)C.[C:25]([O:29][C:30]([N:32]1[CH2:37][CH2:36][C:35]([CH:41]=[O:42])([CH2:38][CH2:39][CH3:40])[CH2:34][CH2:33]1)=[O:31])([CH3:28])([CH3:27])[CH3:26]. (2) Given the product [CH3:1][N:2]1[CH:6]=[N:5][N:4]=[C:3]1[S:7][C:11]1[C:12]([C:17]#[N:18])=[N:13][CH:14]=[CH:15][N:16]=1, predict the reactants needed to synthesize it. The reactants are: [CH3:1][N:2]1[CH:6]=[N:5][N:4]=[C:3]1[SH:7].[H-].[Na+].Cl[C:11]1[C:12]([C:17]#[N:18])=[N:13][CH:14]=[CH:15][N:16]=1. (3) Given the product [N:30]1([CH:27]2[CH2:26][CH2:25][CH:24]([O:23][C:14]3[N:15]=[CH:16][N:17]=[C:18]4[C:13]=3[C:12]3[C@@H:11]([CH2:10][CH2:9][OH:8])[CH2:22][CH2:21][C:20]=3[S:19]4)[CH2:29][CH2:28]2)[CH2:31][CH2:32][O:33][CH2:34][CH2:35]1, predict the reactants needed to synthesize it. The reactants are: [Si]([O:8][CH2:9][CH2:10][C@H:11]1[CH2:22][CH2:21][C:20]2[S:19][C:18]3[C:13](=[C:14]([O:23][CH:24]4[CH2:29][CH2:28][CH:27]([N:30]5[CH2:35][CH2:34][O:33][CH2:32][CH2:31]5)[CH2:26][CH2:25]4)[N:15]=[CH:16][N:17]=3)[C:12]1=2)(C(C)(C)C)(C)C.Cl. (4) Given the product [C:17]([C:14]1([F:19])[CH2:15][CH2:16][N:12]([C:10]([C@H:9]([NH:8][C:62]([C:51]2[C:49]3[C:48](=[N:47][CH:46]=[C:45]([C:43]4[CH:42]=[N:41][N:40]([CH2:38][CH3:39])[CH:44]=4)[N:50]=3)[NH:53][CH:52]=2)=[O:63])[C:20]([CH3:23])([CH3:22])[CH3:21])=[O:11])[CH2:13]1)#[N:18], predict the reactants needed to synthesize it. The reactants are: FC(F)(F)C(O)=O.[NH2:8][C@H:9]([C:20]([CH3:23])([CH3:22])[CH3:21])[C:10]([N:12]1[CH2:16][CH2:15][C:14]([F:19])([C:17]#[N:18])[CH2:13]1)=[O:11].Cl.N[C@H](C(C)(C)C)C(N1CCCC1)=O.[CH2:38]([N:40]1[CH:44]=[C:43]([C:45]2[N:50]=[C:49]3[C:51]([C:62](O)=[O:63])=[CH:52][N:53](COCC[Si](C)(C)C)[C:48]3=[N:47][CH:46]=2)[CH:42]=[N:41]1)[CH3:39].